Dataset: Full USPTO retrosynthesis dataset with 1.9M reactions from patents (1976-2016). Task: Predict the reactants needed to synthesize the given product. The reactants are: Cl.[CH3:2][NH:3][O:4][CH3:5].C1C=CC2N(O)N=NC=2C=1.CCN=C=NCCCN(C)C.Cl.CN1CCOCC1.[F:35][C:36]1[CH:41]=[C:40]([C:42]([OH:44])=O)[CH:39]=[CH:38][N:37]=1.Cl. Given the product [F:35][C:36]1[CH:41]=[C:40]([C:42]([N:3]([O:4][CH3:5])[CH3:2])=[O:44])[CH:39]=[CH:38][N:37]=1, predict the reactants needed to synthesize it.